This data is from Full USPTO retrosynthesis dataset with 1.9M reactions from patents (1976-2016). The task is: Predict the reactants needed to synthesize the given product. (1) Given the product [CH3:15][C:16]1[C:20]([CH2:21][N:22]2[CH:26]=[C:25]([NH:27][C:5](=[O:7])[C:4]3[CH:8]=[C:9]([O:12][CH3:13])[CH:10]=[CH:11][C:3]=3[O:2][CH3:1])[CH:24]=[N:23]2)=[C:19]([CH3:28])[O:18][N:17]=1, predict the reactants needed to synthesize it. The reactants are: [CH3:1][O:2][C:3]1[CH:11]=[CH:10][C:9]([O:12][CH3:13])=[CH:8][C:4]=1[C:5]([OH:7])=O.Cl.[CH3:15][C:16]1[C:20]([CH2:21][N:22]2[CH:26]=[C:25]([NH2:27])[CH:24]=[N:23]2)=[C:19]([CH3:28])[O:18][N:17]=1. (2) Given the product [OH:20][C:15]1[CH:16]=[C:17]2[C:12](=[CH:13][CH:14]=1)[N:11]=[C:10]([C:7]1[CH:6]=[CH:5][C:4]([C:3]3[NH:2][O:1][C:27](=[O:28])[N:21]=3)=[CH:9][CH:8]=1)[CH:19]=[CH:18]2, predict the reactants needed to synthesize it. The reactants are: [OH:1][NH:2][C:3](=[NH:21])[C:4]1[CH:9]=[CH:8][C:7]([C:10]2[CH:19]=[CH:18][C:17]3[C:12](=[CH:13][CH:14]=[C:15]([OH:20])[CH:16]=3)[N:11]=2)=[CH:6][CH:5]=1.C1N=CN([C:27](N2C=NC=C2)=[O:28])C=1. (3) Given the product [C:26]([O:25][C:23](=[O:24])[NH:15][C@@H:13]([C:9]1[CH:10]=[C:11]2[C:6](=[CH:7][CH:8]=1)[CH:5]=[N:4][C:3]([Cl:2])=[CH:12]2)[CH3:14])([CH3:29])([CH3:28])[CH3:27], predict the reactants needed to synthesize it. The reactants are: Cl.[Cl:2][C:3]1[N:4]=[CH:5][C:6]2[C:11]([CH:12]=1)=[CH:10][C:9]([C@H:13]([NH2:15])[CH3:14])=[CH:8][CH:7]=2.C(N(CC)CC)C.[C:23](O[C:23]([O:25][C:26]([CH3:29])([CH3:28])[CH3:27])=[O:24])([O:25][C:26]([CH3:29])([CH3:28])[CH3:27])=[O:24].